From a dataset of Catalyst prediction with 721,799 reactions and 888 catalyst types from USPTO. Predict which catalyst facilitates the given reaction. (1) Reactant: [CH3:1][N:2]1[C:10]2[N:9]=[CH:8][NH:7][C:6]=2[C:5](=[O:11])[NH:4][C:3]1=[O:12].C([O-])(=O)C.[Na+].[Br:18]Br.C(Cl)Cl.CO. Product: [Br:18][C:8]1[NH:7][C:6]2[C:5](=[O:11])[NH:4][C:3](=[O:12])[N:2]([CH3:1])[C:10]=2[N:9]=1. The catalyst class is: 15. (2) Reactant: [CH:1]1[C:6]([CH:7]=O)=[CH:5][C:4]2[O:9][CH2:10][O:11][C:3]=2[CH:2]=1.[N+:12]([CH3:15])([O-:14])=[O:13].[OH-].[Na+]. Product: [CH2:10]1[O:11][C:3]2[CH:2]=[CH:1][C:6]([CH:7]=[CH:15][N+:12]([O-:14])=[O:13])=[CH:5][C:4]=2[O:9]1. The catalyst class is: 24.